This data is from Reaction yield outcomes from USPTO patents with 853,638 reactions. The task is: Predict the reaction yield, written as a fraction of the theoretical maximum amount of product (1.0 means a 100% yield; for example, 0.34 means a 34% yield). The yield is 0.630. The reactants are [CH3:1][C:2]1[C:16](=[O:17])[N:15]=[C:14]2[N:4]([C@@H:5]3[O:9][C@H:8]([CH2:10][OH:11])[C@@H:7]([OH:12])[C@@H:6]3[O:13]2)[CH:3]=1.[CH3:18][O:19][CH2:20][CH2:21][O:22]B([O:22][CH2:21][CH2:20][O:19][CH3:18])[O:22][CH2:21][CH2:20][O:19][CH3:18]. The catalyst is COCCO. The product is [CH3:18][O:19][CH2:20][CH2:21][O:22][C@@H:6]1[C@H:7]([OH:12])[C@@H:8]([CH2:10][OH:11])[O:9][C@H:5]1[N:4]1[CH:3]=[C:2]([CH3:1])[C:16](=[O:17])[NH:15][C:14]1=[O:13].